From a dataset of NCI-60 drug combinations with 297,098 pairs across 59 cell lines. Regression. Given two drug SMILES strings and cell line genomic features, predict the synergy score measuring deviation from expected non-interaction effect. (1) Drug 1: CN1C(=O)N2C=NC(=C2N=N1)C(=O)N. Drug 2: CCC1=C2CN3C(=CC4=C(C3=O)COC(=O)C4(CC)O)C2=NC5=C1C=C(C=C5)O. Cell line: MOLT-4. Synergy scores: CSS=40.4, Synergy_ZIP=1.19, Synergy_Bliss=1.34, Synergy_Loewe=-54.3, Synergy_HSA=-1.10. (2) Drug 1: CC1OCC2C(O1)C(C(C(O2)OC3C4COC(=O)C4C(C5=CC6=C(C=C35)OCO6)C7=CC(=C(C(=C7)OC)O)OC)O)O. Drug 2: CCC(=C(C1=CC=CC=C1)C2=CC=C(C=C2)OCCN(C)C)C3=CC=CC=C3.C(C(=O)O)C(CC(=O)O)(C(=O)O)O. Cell line: HT29. Synergy scores: CSS=10.2, Synergy_ZIP=-7.56, Synergy_Bliss=1.92, Synergy_Loewe=-8.38, Synergy_HSA=0.564. (3) Drug 2: CNC(=O)C1=NC=CC(=C1)OC2=CC=C(C=C2)NC(=O)NC3=CC(=C(C=C3)Cl)C(F)(F)F. Drug 1: CN(C)C1=NC(=NC(=N1)N(C)C)N(C)C. Cell line: SF-539. Synergy scores: CSS=5.51, Synergy_ZIP=-5.63, Synergy_Bliss=-3.56, Synergy_Loewe=-22.9, Synergy_HSA=-5.83.